Task: Predict the product of the given reaction.. Dataset: Forward reaction prediction with 1.9M reactions from USPTO patents (1976-2016) (1) Given the reactants CC(C)([O-])C.[Na+].Br[C:8]1[CH:13]=[C:12]([CH:14]([CH3:16])[CH3:15])[CH:11]=[CH:10][C:9]=1[NH:17][C:18]([NH:20][CH:21]1[CH2:26][CH2:25][N:24]([C:27]([O:29][C:30]([CH3:33])([CH3:32])[CH3:31])=[O:28])[CH2:23][CH2:22]1)=[O:19].C(OCC)(=O)C, predict the reaction product. The product is: [CH3:15][CH:14]([C:12]1[CH:13]=[CH:8][C:9]2[NH:17][C:18](=[O:19])[N:20]([CH:21]3[CH2:26][CH2:25][N:24]([C:27]([O:29][C:30]([CH3:33])([CH3:32])[CH3:31])=[O:28])[CH2:23][CH2:22]3)[C:10]=2[CH:11]=1)[CH3:16]. (2) Given the reactants [F:1][C:2]1[C:3]([CH2:8]O)=[N:4][N:5]([CH3:7])[CH:6]=1.S(Cl)([Cl:12])=O, predict the reaction product. The product is: [Cl:12][CH2:8][C:3]1[C:2]([F:1])=[CH:6][N:5]([CH3:7])[N:4]=1. (3) Given the reactants [CH3:1][C@H:2]1[C@:6]23[CH2:11][C@H:10]([C:12]([CH3:14])([CH3:13])[C@@H:5]2[CH2:4][CH2:3]1)[C@@:9]([OH:16])([CH3:15])[CH2:8][CH2:7]3.C(N(CC)CC)C.[C:24](Cl)(=[O:27])[CH:25]=[CH2:26].[OH2:29], predict the reaction product. The product is: [CH3:1][C@H:2]1[C@:6]23[CH2:11][C@H:10]([C:12]([CH3:14])([CH3:13])[C@@H:5]2[CH2:4][CH2:3]1)[C@@:9]([OH:16])([CH3:15])[CH2:8][CH2:7]3.[C:24]([O-:27])(=[O:29])[CH:25]=[CH2:26]. (4) Given the reactants Cl[C:2]1[C:3]2[O:10][C:9]3[CH:11]=[CH:12][C:13]([Cl:15])=[CH:14][C:8]=3[C:4]=2[N:5]=[CH:6][N:7]=1.[NH:16]1[CH2:19][CH:18]([NH:20][C:21](=[O:27])[O:22][C:23]([CH3:26])([CH3:25])[CH3:24])[CH2:17]1, predict the reaction product. The product is: [Cl:15][C:13]1[CH:12]=[CH:11][C:9]2[O:10][C:3]3[C:2]([N:16]4[CH2:19][CH:18]([NH:20][C:21](=[O:27])[O:22][C:23]([CH3:25])([CH3:24])[CH3:26])[CH2:17]4)=[N:7][CH:6]=[N:5][C:4]=3[C:8]=2[CH:14]=1.